The task is: Predict the reactants needed to synthesize the given product.. This data is from Full USPTO retrosynthesis dataset with 1.9M reactions from patents (1976-2016). (1) Given the product [NH2:30][CH2:29][CH2:28][N:21]([CH2:20][C:17]1[CH:16]=[CH:15][C:14]([C:9]2[C:8]([C:6]([OH:7])=[O:5])=[CH:13][CH:12]=[CH:11][CH:10]=2)=[CH:19][CH:18]=1)[C:22](=[O:27])[CH2:23][CH2:24][CH2:25][CH3:26], predict the reactants needed to synthesize it. The reactants are: C([O:5][C:6]([C:8]1[C:9]([C:14]2[CH:19]=[CH:18][C:17]([CH2:20][N:21]([CH2:28][CH2:29][NH:30]C(OC(C)(C)C)=O)[C:22](=[O:27])[CH2:23][CH2:24][CH2:25][CH3:26])=[CH:16][CH:15]=2)=[CH:10][CH:11]=[CH:12][CH:13]=1)=[O:7])(C)(C)C.Cl. (2) Given the product [O:19]=[C:7]1[N:8]([C:9]2[CH:14]=[CH:13][CH:12]=[C:11]([C:15]([F:17])([F:18])[F:16])[CH:10]=2)[C:3]2[CH2:2][NH:40][C:32](=[O:34])[C:4]=2[CH:5]([C:20]2[CH:25]=[CH:24][C:23]([C:26]#[N:27])=[CH:22][C:21]=2[S:28]([CH3:31])(=[O:30])=[O:29])[NH:6]1, predict the reactants needed to synthesize it. The reactants are: Br[CH2:2][C:3]1[N:8]([C:9]2[CH:14]=[CH:13][CH:12]=[C:11]([C:15]([F:18])([F:17])[F:16])[CH:10]=2)[C:7](=[O:19])[NH:6][CH:5]([C:20]2[CH:25]=[CH:24][C:23]([C:26]#[N:27])=[CH:22][C:21]=2[S:28]([CH3:31])(=[O:30])=[O:29])[C:4]=1[C:32]([O:34]CC)=O.N.C(#[N:40])C.O.